This data is from Full USPTO retrosynthesis dataset with 1.9M reactions from patents (1976-2016). The task is: Predict the reactants needed to synthesize the given product. Given the product [CH3:19][N:20]1[CH2:21][CH2:22][N:23]([CH2:26][CH2:27][CH2:28][O:29][C:30]2[CH:31]=[CH:32][C:33]([NH:36][C:4]3[N:9]=[CH:8][C:7]4=[CH:10][CH:11]=[C:12]([C:13]5[CH:14]=[N:15][CH:16]=[CH:17][CH:18]=5)[N:6]4[N:5]=3)=[CH:34][CH:35]=2)[CH2:24][CH2:25]1, predict the reactants needed to synthesize it. The reactants are: CS([C:4]1[N:9]=[CH:8][C:7]2=[CH:10][CH:11]=[C:12]([C:13]3[CH:14]=[N:15][CH:16]=[CH:17][CH:18]=3)[N:6]2[N:5]=1)=O.[CH3:19][N:20]1[CH2:25][CH2:24][N:23]([CH2:26][CH2:27][CH2:28][O:29][C:30]2[CH:35]=[CH:34][C:33]([NH2:36])=[CH:32][CH:31]=2)[CH2:22][CH2:21]1.COCC(O)C.C(N(CC)C(C)C)(C)C.